From a dataset of Reaction yield outcomes from USPTO patents with 853,638 reactions. Predict the reaction yield, written as a fraction of the theoretical maximum amount of product (1.0 means a 100% yield; for example, 0.34 means a 34% yield). (1) The reactants are [OH:1][CH2:2][C@@H:3]([N:5]1[C:14]2[C:9](=[CH:10][C:11](I)=[CH:12][CH:13]=2)[C:8](=[O:16])[C:7]([C:17]([O:19][CH2:20][CH3:21])=[O:18])=[CH:6]1)[CH3:4].[CH2:22]([NH:24][C:25]([NH:27][C:28]1[CH:33]=[C:32]([C:34]2[S:35][CH:36]=[C:37]([C:39]([F:42])([F:41])[F:40])[N:38]=2)[C:31](B2OC(C)(C)C(C)(C)O2)=[CH:30][N:29]=1)=[O:26])[CH3:23].C(=O)([O-])[O-].[K+].[K+]. The catalyst is C(#N)C.O.C([O-])(=O)C.[Pd+2].C([O-])(=O)C.C(P(C(C)(C)C)[C-]1C=CC=C1)(C)(C)C.[C-]1(P(C(C)(C)C)C(C)(C)C)C=CC=C1.[Fe+2]. The product is [CH2:22]([NH:24][C:25](=[O:26])[NH:27][C:28]1[N:29]=[CH:30][C:31]([C:11]2[CH:10]=[C:9]3[C:14](=[CH:13][CH:12]=2)[N:5]([C@@H:3]([CH3:4])[CH2:2][OH:1])[CH:6]=[C:7]([C:17]([O:19][CH2:20][CH3:21])=[O:18])[C:8]3=[O:16])=[C:32]([C:34]2[S:35][CH:36]=[C:37]([C:39]([F:42])([F:41])[F:40])[N:38]=2)[CH:33]=1)[CH3:23]. The yield is 0.790. (2) The reactants are C[Si]([C:5]#[N:6])(C)C.[C:7]([O:11][C:12]([N:14]1[CH2:19][CH2:18][N:17]([C:20]2[CH:25]=[CH:24][C:23]([NH2:26])=[CH:22][CH:21]=2)[CH2:16][CH2:15]1)=[O:13])([CH3:10])([CH3:9])[CH3:8].[C:27]1(=O)[CH2:30][CH2:29][CH2:28]1.S([O-])([O-])(=O)=O.[Na+].[Na+]. The catalyst is ClCCl.CC(C)=O. The product is [C:7]([O:11][C:12]([N:14]1[CH2:19][CH2:18][N:17]([C:20]2[CH:21]=[CH:22][C:23]([NH:26][C:27]3([C:5]#[N:6])[CH2:30][CH2:29][CH2:28]3)=[CH:24][CH:25]=2)[CH2:16][CH2:15]1)=[O:13])([CH3:10])([CH3:8])[CH3:9]. The yield is 0.840.